This data is from Catalyst prediction with 721,799 reactions and 888 catalyst types from USPTO. The task is: Predict which catalyst facilitates the given reaction. Reactant: [Br:1][CH2:2][C:3]([C:5]1[CH:10]=[CH:9][C:8]([F:11])=[CH:7][CH:6]=1)=[O:4].[NH2:12][C:13]1[O:14][CH:15]=[CH:16][N:17]=1. Product: [BrH:1].[F:11][C:8]1[CH:9]=[CH:10][C:5]([C:3](=[O:4])[CH2:2][N:17]2[CH:16]=[CH:15][O:14][C:13]2=[NH:12])=[CH:6][CH:7]=1. The catalyst class is: 841.